The task is: Predict the product of the given reaction.. This data is from Forward reaction prediction with 1.9M reactions from USPTO patents (1976-2016). (1) Given the reactants [CH3:1][C:2]1[N:6]2[N:7]=[C:8]([CH:11]=[O:12])[CH:9]=[CH:10][C:5]2=[N:4][C:3]=1[C:13]([F:16])([F:15])[F:14].[BH4-].[Na+], predict the reaction product. The product is: [CH3:1][C:2]1[N:6]2[N:7]=[C:8]([CH2:11][OH:12])[CH:9]=[CH:10][C:5]2=[N:4][C:3]=1[C:13]([F:15])([F:14])[F:16]. (2) The product is: [Br:39][C:38]1[CH:37]=[CH:36][C:35]([O:40][C:41](=[O:43])[CH3:42])=[CH:34][C:33]=1[N:32]([CH2:29][CH3:30])[CH2:44][C:45]1[CH:50]=[CH:49][C:48]([O:51][CH2:52][CH2:53][N:54]2[CH2:55][CH2:56][CH2:57][CH2:58][CH2:59]2)=[C:47]([F:60])[CH:46]=1. Given the reactants BrC1C=CC(O)=CC=1N(CC)CC1C=CC(OCCN2CCCCC2)=C(F)C=1.[C:29]([N:32]([CH2:44][C:45]1[CH:50]=[CH:49][C:48]([O:51][CH2:52][CH2:53][N:54]2[CH2:59][CH2:58][CH2:57][CH2:56][CH2:55]2)=[C:47]([F:60])[CH:46]=1)[C:33]1[CH:34]=[C:35]([O:40][C:41](=[O:43])[CH3:42])[CH:36]=[CH:37][C:38]=1[Br:39])(=O)[CH3:30].C(OC(=O)C)(=O)C.C(=O)(O)[O-].[Na+], predict the reaction product. (3) Given the reactants [NH2:1][C:2]1[CH:24]=[CH:23][C:5]2[N:6]([C:15]3[CH:20]=[CH:19][C:18]([O:21][CH3:22])=[CH:17][CH:16]=3)[C:7]([C:9]3[CH:14]=[CH:13][CH:12]=[CH:11][CH:10]=3)=[N:8][C:4]=2[CH:3]=1.[Cl:25][C:26]1[CH:31]=[CH:30][C:29]([S:32](Cl)(=[O:34])=[O:33])=[CH:28][CH:27]=1, predict the reaction product. The product is: [Cl:25][C:26]1[CH:31]=[CH:30][C:29]([S:32]([NH:1][C:2]2[CH:24]=[CH:23][C:5]3[N:6]([C:15]4[CH:20]=[CH:19][C:18]([O:21][CH3:22])=[CH:17][CH:16]=4)[C:7]([C:9]4[CH:10]=[CH:11][CH:12]=[CH:13][CH:14]=4)=[N:8][C:4]=3[CH:3]=2)(=[O:34])=[O:33])=[CH:28][CH:27]=1. (4) The product is: [Br:1][C:2]1[CH:3]=[N:4][C:5]2[C:10]([CH:11]=1)=[CH:9][C:8]([CH2:12][OH:13])=[CH:7][CH:6]=2. Given the reactants [Br:1][C:2]1[CH:3]=[N:4][C:5]2[C:10]([CH:11]=1)=[CH:9][C:8]([C:12](O)=[O:13])=[CH:7][CH:6]=2.C(OC(Cl)=O)C.[BH4-].[Na+], predict the reaction product. (5) Given the reactants [F:1][C:2]1[CH:7]=[C:6]([F:8])[CH:5]=[CH:4][C:3]=1[CH2:9][NH:10][C:11]([C:13]1[C:14](=[O:38])[C:15]([O:28][CH2:29][O:30][C:31]([O:33][CH2:34][C:35](O)=[O:36])=[O:32])=[C:16]2[C:21](=[O:22])[N:20]3[C@@H:23]([CH3:26])[CH2:24][O:25][C@@H:19]3[CH2:18][N:17]2[CH:27]=1)=[O:12].[N:39]1[CH:44]=[CH:43][CH:42]=[CH:41][C:40]=1[CH2:45][NH2:46].CN(C(ON1N=NC2C=CC=NC1=2)=[N+](C)C)C.F[P-](F)(F)(F)(F)F, predict the reaction product. The product is: [C:31](=[O:32])([O:33][CH2:34][C:35](=[O:36])[NH:46][CH2:45][C:40]1[CH:41]=[CH:42][CH:43]=[CH:44][N:39]=1)[O:30][CH2:29][O:28][C:15]1[C:14](=[O:38])[C:13]([C:11]([NH:10][CH2:9][C:3]2[CH:4]=[CH:5][C:6]([F:8])=[CH:7][C:2]=2[F:1])=[O:12])=[CH:27][N:17]2[C:16]=1[C:21](=[O:22])[N:20]1[C@@H:23]([CH3:26])[CH2:24][O:25][C@@H:19]1[CH2:18]2.